From a dataset of Full USPTO retrosynthesis dataset with 1.9M reactions from patents (1976-2016). Predict the reactants needed to synthesize the given product. (1) Given the product [Cl:1][C:2]1[CH:3]=[CH:4][C:5]([O:25][CH2:34][CH2:33][C:28]2[CH:29]=[CH:30][CH:31]=[CH:32][C:27]=2[CH3:26])=[C:6]([CH:24]=1)[C:7]([NH:9][CH2:10][C:11]1[CH:23]=[CH:22][C:14]([C:15]([O:17][C:18]([CH3:19])([CH3:20])[CH3:21])=[O:16])=[CH:13][CH:12]=1)=[O:8], predict the reactants needed to synthesize it. The reactants are: [Cl:1][C:2]1[CH:3]=[CH:4][C:5]([OH:25])=[C:6]([CH:24]=1)[C:7]([NH:9][CH2:10][C:11]1[CH:23]=[CH:22][C:14]([C:15]([O:17][C:18]([CH3:21])([CH3:20])[CH3:19])=[O:16])=[CH:13][CH:12]=1)=[O:8].[CH3:26][C:27]1[CH:32]=[CH:31][CH:30]=[CH:29][C:28]=1[CH2:33][CH2:34]O.C1(P(C2C=CC=CC=2)C2C=CC=CC=2)C=CC=CC=1.N(C(OC(C)(C)C)=O)=NC(OC(C)(C)C)=O. (2) Given the product [OH:28][NH:30][C:23]([C:21]1[CH:20]=[CH:19][C:17]2[CH2:18][N:12]([S:9]([C:6]3[CH:7]=[CH:8][C:3]([O:2][CH3:1])=[CH:4][CH:5]=3)(=[O:11])=[O:10])[CH2:13][C@@H:14]([CH3:27])[O:15][C:16]=2[CH:22]=1)=[O:24], predict the reactants needed to synthesize it. The reactants are: [CH3:1][O:2][C:3]1[CH:8]=[CH:7][C:6]([S:9]([N:12]2[CH2:18][C:17]3[CH:19]=[CH:20][C:21]([C:23](OC)=[O:24])=[CH:22][C:16]=3[O:15][C@H:14]([CH3:27])[CH2:13]2)(=[O:11])=[O:10])=[CH:5][CH:4]=1.[OH-:28].[Na+].[NH2:30]O. (3) Given the product [Cl:5][C:6]1[C:7]([CH3:19])=[CH:8][C:9]([CH2:13][C@@H:14]([OH:18])[C:15]([O:17][CH3:20])=[O:16])=[CH:10][C:11]=1[CH3:12], predict the reactants needed to synthesize it. The reactants are: O=S(Cl)Cl.[Cl:5][C:6]1[C:11]([CH3:12])=[CH:10][C:9]([CH2:13][C@@H:14]([OH:18])[C:15]([OH:17])=[O:16])=[CH:8][C:7]=1[CH3:19].[CH3:20]O. (4) Given the product [C:18]([C:15]1[CH:16]=[CH:17][C:12]([S:9]([NH:8][C:7]2[C:2]([C:29](=[O:30])[C:28]3[CH:35]=[CH:36][CH:37]=[CH:38][C:27]=3[F:26])=[N:3][CH:4]=[C:5]([Cl:25])[CH:6]=2)(=[O:11])=[O:10])=[CH:13][CH:14]=1)([CH3:19])([CH3:21])[CH3:20], predict the reactants needed to synthesize it. The reactants are: Br[C:2]1[C:7]([N:8](COC)[S:9]([C:12]2[CH:17]=[CH:16][C:15]([C:18]([CH3:21])([CH3:20])[CH3:19])=[CH:14][CH:13]=2)(=[O:11])=[O:10])=[CH:6][C:5]([Cl:25])=[CH:4][N:3]=1.[F:26][C:27]1[CH:38]=[CH:37][CH:36]=[CH:35][C:28]=1[C:29](N(OC)C)=[O:30].Cl.O. (5) The reactants are: Cl[C:2]1[N:3]([CH2:13][C:14]2[CH:19]=[CH:18][CH:17]=[CH:16][CH:15]=2)[C:4]2[C:9]([C:10]=1[CH:11]=[O:12])=[CH:8][CH:7]=[CH:6][CH:5]=2.[NH:20]1[CH2:25][CH2:24][NH:23][CH2:22][CH2:21]1. Given the product [N:20]1([C:2]2[N:3]([CH2:13][C:14]3[CH:19]=[CH:18][CH:17]=[CH:16][CH:15]=3)[C:4]3[C:9]([C:10]=2[CH:11]=[O:12])=[CH:8][CH:7]=[CH:6][CH:5]=3)[CH2:25][CH2:24][NH:23][CH2:22][CH2:21]1, predict the reactants needed to synthesize it. (6) Given the product [Cl:1][C:2]1[CH:3]=[C:4]([N:8]([CH2:9][C:10]2[C:19]3[C:14](=[C:15]([F:20])[CH:16]=[CH:17][CH:18]=3)[NH:13][C:12](=[O:21])[CH:11]=2)[C:28]([C:27]2[O:26][N:25]=[CH:24][C:23]=2[CH3:22])=[O:29])[CH:5]=[CH:6][CH:7]=1, predict the reactants needed to synthesize it. The reactants are: [Cl:1][C:2]1[CH:3]=[C:4]([NH:8][CH2:9][C:10]2[C:19]3[C:14](=[C:15]([F:20])[CH:16]=[CH:17][CH:18]=3)[NH:13][C:12](=[O:21])[CH:11]=2)[CH:5]=[CH:6][CH:7]=1.[CH3:22][C:23]1[CH:24]=[N:25][O:26][C:27]=1[C:28](O)=[O:29]. (7) Given the product [CH2:1]([O:3][C:4]([C:6]1[O:10][C:9]([C:20]2[O:24][CH:23]=[N:22][CH:21]=2)=[N:8][CH:7]=1)=[O:5])[CH3:2], predict the reactants needed to synthesize it. The reactants are: [CH2:1]([O:3][C:4]([C:6]1[O:10][C:9](Cl)=[N:8][CH:7]=1)=[O:5])[CH3:2].CC1(C)C(C)(C)OB([C:20]2[O:24][C:23]([Si](C(C)C)(C(C)C)C(C)C)=[N:22][CH:21]=2)O1. (8) Given the product [CH2:39]([O:46][C:20](=[O:29])[NH:17][C:5]12[CH2:4][CH:3]3[CH2:11][CH:7]([CH2:8][CH:9]([C:2]3=[O:1])[CH2:10]1)[CH2:6]2)[C:40]1[CH:45]=[CH:44][CH:43]=[CH:42][CH:41]=1, predict the reactants needed to synthesize it. The reactants are: [O:1]=[C:2]1[CH:9]2[CH2:10][C:5]3(C(O)=O)[CH2:6][CH:7]([CH2:11][CH:3]1[CH2:4]3)[CH2:8]2.C([N:17]([CH2:20]C)CC)C.C1(P(N=[N+]=[N-])(C2C=CC=CC=2)=[O:29])C=CC=CC=1.[CH2:39]([OH:46])[C:40]1[CH:45]=[CH:44][CH:43]=[CH:42][CH:41]=1.